Dataset: Full USPTO retrosynthesis dataset with 1.9M reactions from patents (1976-2016). Task: Predict the reactants needed to synthesize the given product. (1) Given the product [F:40][C:41]([F:46])([F:45])[C:42]([OH:44])=[O:43].[F:40][C:41]([F:46])([F:45])[C:42]([OH:44])=[O:43].[NH2:1][C:2]1[N:7]=[CH:6][N:5]=[C:4]2[N:8]([CH:12]([C:14]3[C:15]([O:37][CH2:38][CH3:39])=[C:16]([CH:23]4[CH2:26][N:25]([C:27]([CH3:35])([CH3:36])[C:28]([OH:30])=[O:29])[CH2:24]4)[C:17]([C:21]#[N:22])=[C:18]([Cl:20])[CH:19]=3)[CH3:13])[N:9]=[C:10]([CH3:11])[C:3]=12, predict the reactants needed to synthesize it. The reactants are: [NH2:1][C:2]1[N:7]=[CH:6][N:5]=[C:4]2[N:8]([CH:12]([C:14]3[C:15]([O:37][CH2:38][CH3:39])=[C:16]([CH:23]4[CH2:26][N:25]([C:27]([CH3:36])([CH3:35])[C:28]([O:30]C(C)(C)C)=[O:29])[CH2:24]4)[C:17]([C:21]#[N:22])=[C:18]([Cl:20])[CH:19]=3)[CH3:13])[N:9]=[C:10]([CH3:11])[C:3]=12.[F:40][C:41]([F:46])([F:45])[C:42]([OH:44])=[O:43]. (2) The reactants are: ClC1C=CC2SC=C(CN3CCN(C4SC(C(O)=O)=C(C)N=4)C3=O)C=2C=1.[F:27][C:28]1[CH:49]=[CH:48][C:31]([CH2:32][N:33]2[CH2:37][CH2:36][N:35]([C:38]3[S:39][C:40]([C:44]([OH:46])=O)=[C:41]([CH3:43])[N:42]=3)[C:34]2=[O:47])=[CH:30][CH:29]=1.[N:50]1[CH:55]=[CH:54][N:53]=[CH:52][C:51]=1[CH2:56][NH2:57]. Given the product [F:27][C:28]1[CH:29]=[CH:30][C:31]([CH2:32][N:33]2[CH2:37][CH2:36][N:35]([C:38]3[S:39][C:40]([C:44]([NH:57][CH2:56][C:51]4[CH:52]=[N:53][CH:54]=[CH:55][N:50]=4)=[O:46])=[C:41]([CH3:43])[N:42]=3)[C:34]2=[O:47])=[CH:48][CH:49]=1, predict the reactants needed to synthesize it. (3) Given the product [O:8]([C:5]1[CH:6]=[CH:7][C:2]([C:10]([OH:13])=[O:11])=[CH:3][CH:4]=1)[CH:23]([CH3:28])[CH3:24], predict the reactants needed to synthesize it. The reactants are: Br[C:2]1[CH:7]=[CH:6][C:5]([OH:8])=[C:4](Cl)[CH:3]=1.[C:10]([O-:13])([O-])=[O:11].[K+].[K+].ClCCOS([C:23]1[CH:28]=CC(C)=C[CH:24]=1)(=O)=O.